The task is: Predict the reactants needed to synthesize the given product.. This data is from Full USPTO retrosynthesis dataset with 1.9M reactions from patents (1976-2016). Given the product [CH:1]1([C:7]2[N:12]([C:13]3[CH:18]=[CH:17][CH:16]=[CH:15][C:14]=3[F:19])[C:11](=[O:20])[C:10]([C:34]([NH:35][CH2:49][C:50]([OH:52])=[O:51])=[O:60])=[C:9]([OH:21])[N:8]=2)[CH2:2][CH2:3][CH2:4][CH2:5][CH2:6]1, predict the reactants needed to synthesize it. The reactants are: [CH:1]1([C:7]2[N:12]([C:13]3[CH:18]=[CH:17][CH:16]=[CH:15][C:14]=3[F:19])[C:11](=[O:20])[CH:10]=[C:9]([OH:21])[N:8]=2)[CH2:6][CH2:5][CH2:4][CH2:3][CH2:2]1.[Cl-].C[Al+]C.CCCCCC.FC1C=CC=C[C:34]=1[NH2:35].C1(C#N)CCCCC1.C(OCC)(=O)[CH2:49][C:50]([O:52]CC)=[O:51].C[O-:60].[Na+].